The task is: Predict the reactants needed to synthesize the given product.. This data is from Full USPTO retrosynthesis dataset with 1.9M reactions from patents (1976-2016). (1) Given the product [CH2:17]([NH:16][C:11]1=[N:12][C:13](=[O:15])[S:14]/[C:10]/1=[CH:9]\[CH:6]1[CH2:7][CH2:8][N:3]([CH2:33][C:32]2[CH:35]=[CH:36][C:29]([O:28][C:27]([F:26])([F:37])[F:38])=[CH:30][CH:31]=2)[CH2:4][CH2:5]1)[C:18]#[CH:19], predict the reactants needed to synthesize it. The reactants are: Cl.Cl.[NH:3]1[CH2:8][CH2:7][CH:6](/[CH:9]=[C:10]2/[C:11]([NH:16][CH2:17][C:18]#[CH:19])=[N:12][C:13](=[O:15])[S:14]/2)[CH2:5][CH2:4]1.C(=O)([O-])[O-].[K+].[K+].[F:26][C:27]([F:38])([F:37])[O:28][C:29]1[CH:36]=[CH:35][C:32]([CH2:33]Br)=[CH:31][CH:30]=1.O. (2) Given the product [Cl:9][C:6]1[CH:5]=[C:4]([C:10]2([C:25]([F:26])([F:27])[F:28])[O:14][N:13]=[C:12]([C:15]3[CH:23]=[CH:22][C:18]([C:19]([NH:63][CH2:64][C:65]4[CH:66]=[CH:67][C:68]5[C:72]([CH3:74])([CH3:73])[O:71][B:70]([OH:75])[C:69]=5[CH:76]=4)=[O:21])=[C:17]([CH3:24])[CH:16]=3)[CH2:11]2)[CH:3]=[C:2]([Cl:1])[C:7]=1[F:8], predict the reactants needed to synthesize it. The reactants are: [Cl:1][C:2]1[CH:3]=[C:4]([C:10]2([C:25]([F:28])([F:27])[F:26])[O:14][N:13]=[C:12]([C:15]3[CH:23]=[CH:22][C:18]([C:19]([OH:21])=O)=[C:17]([CH3:24])[CH:16]=3)[CH2:11]2)[CH:5]=[C:6]([Cl:9])[C:7]=1[F:8].CN(C(ON1N=NC2C=CC=NC1=2)=[N+](C)C)C.F[P-](F)(F)(F)(F)F.CCN(C(C)C)C(C)C.Cl.[NH2:63][CH2:64][C:65]1[CH:66]=[CH:67][C:68]2[C:72]([CH3:74])([CH3:73])[O:71][B:70]([OH:75])[C:69]=2[CH:76]=1. (3) Given the product [F:14][C:11]1([F:15])[CH2:12][CH2:13][N:8]([C:6]2[C:5]([F:16])=[CH:4][N:3]=[C:2]([C:22]#[N:24])[CH:7]=2)[CH2:9][CH2:10]1, predict the reactants needed to synthesize it. The reactants are: Cl[C:2]1[CH:7]=[C:6]([N:8]2[CH2:13][CH2:12][C:11]([F:15])([F:14])[CH2:10][CH2:9]2)[C:5]([F:16])=[CH:4][N:3]=1.C(Cl)(Cl)Cl.C[C:22]([N:24](C)C)=O. (4) Given the product [Br:1][C:2]1[C:3]([F:20])=[CH:4][C:5]2[O:11][CH2:10][CH2:9][N:8]3[C:12]([C:27]4[CH:26]=[N:25][N:24]([CH2:23][C:22]([OH:39])([CH3:38])[CH3:21])[CH:28]=4)=[C:13]([C:15]([NH2:17])=[O:16])[N:14]=[C:7]3[C:6]=2[CH:19]=1, predict the reactants needed to synthesize it. The reactants are: [Br:1][C:2]1[C:3]([F:20])=[CH:4][C:5]2[O:11][CH2:10][CH2:9][N:8]3[C:12](I)=[C:13]([C:15]([NH2:17])=[O:16])[N:14]=[C:7]3[C:6]=2[CH:19]=1.[CH3:21][C:22]([OH:39])([CH3:38])[CH2:23][N:24]1[CH:28]=[C:27](B2OC(C)(C)C(C)(C)O2)[CH:26]=[N:25]1.O. (5) The reactants are: [OH:1][CH:2]([CH:6]([NH:14][C:15](=[O:33])[C:16]1[CH:21]=[CH:20][CH:19]=[N:18][C:17]=1[N:22]1[CH:26]=[CH:25][C:24]([C:27]2[CH:32]=[CH:31][CH:30]=[CH:29][CH:28]=2)=[N:23]1)[CH2:7][C:8]1[CH:13]=[CH:12][CH:11]=[CH:10][CH:9]=1)[C:3]([OH:5])=O.Cl.[CH2:35]([O:38][NH2:39])[CH:36]=[CH2:37]. Given the product [CH2:35]([O:38][NH:39][C:3](=[O:5])[CH:2]([OH:1])[CH:6]([NH:14][C:15](=[O:33])[C:16]1[CH:21]=[CH:20][CH:19]=[N:18][C:17]=1[N:22]1[CH:26]=[CH:25][C:24]([C:27]2[CH:28]=[CH:29][CH:30]=[CH:31][CH:32]=2)=[N:23]1)[CH2:7][C:8]1[CH:9]=[CH:10][CH:11]=[CH:12][CH:13]=1)[CH:36]=[CH2:37], predict the reactants needed to synthesize it.